From a dataset of Forward reaction prediction with 1.9M reactions from USPTO patents (1976-2016). Predict the product of the given reaction. The product is: [Cl:1][C:2]1[CH:3]=[C:4]([S:8]([NH:11][C:12]2[CH:21]=[CH:20][C:15]([C:16]([OH:18])=[O:17])=[C:14]([OH:22])[CH:13]=2)(=[O:9])=[O:10])[S:5][C:6]=1[Cl:7]. Given the reactants [Cl:1][C:2]1[CH:3]=[C:4]([S:8]([NH:11][C:12]2[CH:21]=[CH:20][C:15]([C:16]([O:18]C)=[O:17])=[C:14]([OH:22])[CH:13]=2)(=[O:10])=[O:9])[S:5][C:6]=1[Cl:7], predict the reaction product.